Dataset: Full USPTO retrosynthesis dataset with 1.9M reactions from patents (1976-2016). Task: Predict the reactants needed to synthesize the given product. Given the product [CH3:15][O:14][C:11]1[CH:10]=[CH:9][C:8]([C:7]([O:22][CH2:23][C:24]2[CH:25]=[C:26]([CH:48]=[CH:49][CH:50]=2)[CH2:27][NH:28][C:29]([NH:31][CH2:32][C:33]2[CH:38]=[CH:37][CH:36]=[C:35]([CH2:39][OH:40])[N:34]=2)=[O:30])([C:16]2[CH:17]=[CH:18][CH:19]=[CH:20][CH:21]=2)[C:6]2[CH:5]=[CH:4][C:3]([O:2][CH3:1])=[CH:52][CH:51]=2)=[CH:13][CH:12]=1, predict the reactants needed to synthesize it. The reactants are: [CH3:1][O:2][C:3]1[CH:52]=[CH:51][C:6]([C:7]([O:22][CH2:23][C:24]2[CH:25]=[C:26]([CH:48]=[CH:49][CH:50]=2)[CH2:27][NH:28][C:29]([NH:31][CH2:32][C:33]2[CH:38]=[CH:37][CH:36]=[C:35]([CH2:39][O:40][Si](C(C)(C)C)(C)C)[N:34]=2)=[O:30])([C:16]2[CH:21]=[CH:20][CH:19]=[CH:18][CH:17]=2)[C:8]2[CH:13]=[CH:12][C:11]([O:14][CH3:15])=[CH:10][CH:9]=2)=[CH:5][CH:4]=1.CCCC[N+](CCCC)(CCCC)CCCC.[F-].